Dataset: Reaction yield outcomes from USPTO patents with 853,638 reactions. Task: Predict the reaction yield, written as a fraction of the theoretical maximum amount of product (1.0 means a 100% yield; for example, 0.34 means a 34% yield). (1) The reactants are [I:1]N1C(=O)CCC1=O.[Br:9][C:10]1[CH:11]=[C:12]2[C:16](=[CH:17][CH:18]=1)[NH:15][CH:14]=[C:13]2[C:19]1[CH:24]=[CH:23][N:22]=[C:21]([NH2:25])[N:20]=1. The catalyst is CN(C=O)C. The product is [Br:9][C:10]1[CH:11]=[C:12]2[C:16](=[CH:17][CH:18]=1)[NH:15][CH:14]=[C:13]2[C:19]1[C:24]([I:1])=[CH:23][N:22]=[C:21]([NH2:25])[N:20]=1. The yield is 0.450. (2) The catalyst is CN(C=O)C. The yield is 1.01. The reactants are [CH3:1][C:2]1[C:7]([OH:8])=[CH:6][CH:5]=[C:4]([CH3:9])[N:3]=1.[H-].[Na+].[Br:12][C:13]1[CH:14]=[C:15]([N+]([O-])=O)[C:16]([C:19]#[N:20])=[N:17][CH:18]=1.O. The product is [Br:12][C:13]1[CH:14]=[C:15]([O:8][C:7]2[C:2]([CH3:1])=[N:3][C:4]([CH3:9])=[CH:5][CH:6]=2)[C:16]([C:19]#[N:20])=[N:17][CH:18]=1. (3) The reactants are FC(F)(F)S(O[C:7]1[CH:12]=[CH:11][C:10]([N:13]2[CH:18]=[C:17]([O:19][CH3:20])[C:16](=[O:21])[C:15]([C:22]3[N:26]([C:27]4[CH:32]=[CH:31][CH:30]=[CH:29][CH:28]=4)[N:25]=[CH:24][CH:23]=3)=[N:14]2)=[C:9]([F:33])[CH:8]=1)(=O)=O.[F:36][CH:37]([F:52])[N:38]1[CH:42]=[C:41](B2OC(C)(C)C(C)(C)O2)[CH:40]=[N:39]1.C([O-])([O-])=O.[Na+].[Na+].COCCOC. The catalyst is C1C=CC([P]([Pd]([P](C2C=CC=CC=2)(C2C=CC=CC=2)C2C=CC=CC=2)([P](C2C=CC=CC=2)(C2C=CC=CC=2)C2C=CC=CC=2)[P](C2C=CC=CC=2)(C2C=CC=CC=2)C2C=CC=CC=2)(C2C=CC=CC=2)C2C=CC=CC=2)=CC=1.O. The product is [F:36][CH:37]([F:52])[N:38]1[CH:42]=[C:41]([C:7]2[CH:12]=[CH:11][C:10]([N:13]3[CH:18]=[C:17]([O:19][CH3:20])[C:16](=[O:21])[C:15]([C:22]4[N:26]([C:27]5[CH:28]=[CH:29][CH:30]=[CH:31][CH:32]=5)[N:25]=[CH:24][CH:23]=4)=[N:14]3)=[C:9]([F:33])[CH:8]=2)[CH:40]=[N:39]1. The yield is 0.850. (4) The yield is 0.720. The product is [CH2:14]([N:6]1[C:7]2[C:3](=[C:2]([O:1][CH2:4][C:3]3[CH:7]=[CH:8][CH:9]=[CH:10][CH:2]=3)[CH:10]=[CH:9][CH:8]=2)[CH:4]=[C:5]1[CH3:11])[C:15]1[CH:20]=[CH:19][CH:18]=[CH:17][CH:16]=1. The reactants are [OH:1][C:2]1[CH:10]=[CH:9][CH:8]=[C:7]2[C:3]=1[CH:4]=[C:5]([CH3:11])[NH:6]2.[H-].[Na+].[CH2:14](Br)[C:15]1[CH:20]=[CH:19][CH:18]=[CH:17][CH:16]=1. The catalyst is CN(C=O)C.C(OCC)(=O)C. (5) The reactants are C([Li])CCC.Br[C:7]1[CH:12]=[CH:11][C:10]([O:13][CH2:14][CH:15]2[CH2:17][CH2:16]2)=[C:9]([O:18][C:19]([F:22])([F:21])[F:20])[CH:8]=1.CN([CH:26]=[O:27])C. The catalyst is C1COCC1. The product is [CH:15]1([CH2:14][O:13][C:10]2[CH:11]=[CH:12][C:7]([CH:26]=[O:27])=[CH:8][C:9]=2[O:18][C:19]([F:22])([F:21])[F:20])[CH2:17][CH2:16]1. The yield is 0.550.